Dataset: Catalyst prediction with 721,799 reactions and 888 catalyst types from USPTO. Task: Predict which catalyst facilitates the given reaction. (1) Reactant: [N:1]1[C:8](Cl)=[N:7][C:5]([Cl:6])=[N:4][C:2]=1[Cl:3].[CH2:10]1[O:12][CH:11]1[CH2:13][OH:14].[OH-].[Na+]. Product: [Cl:3][C:2]1[N:4]=[C:5]([Cl:6])[N:7]=[C:8]([O:14][CH2:13][CH:11]2[O:12][CH2:10]2)[N:1]=1. The catalyst class is: 4. (2) Reactant: I[C:2]1[C:7]([N+:8]([O-:10])=[O:9])=[CH:6][N:5]=[C:4]2[O:11][CH2:12][CH2:13][C:3]=12.[OH:14][C@@:15]1([CH3:30])[C@@H:20]([CH3:21])[CH2:19][NH:18][CH2:17][C@H:16]1[NH:22][C:23](=[O:29])[O:24][C:25]([CH3:28])([CH3:27])[CH3:26].CCN(C(C)C)C(C)C. Product: [OH:14][C@@:15]1([CH3:30])[C@@H:20]([CH3:21])[CH2:19][N:18]([C:2]2[C:7]([N+:8]([O-:10])=[O:9])=[CH:6][N:5]=[C:4]3[O:11][CH2:12][CH2:13][C:3]=23)[CH2:17][C@H:16]1[NH:22][C:23](=[O:29])[O:24][C:25]([CH3:28])([CH3:27])[CH3:26]. The catalyst class is: 14. (3) The catalyst class is: 70. Product: [NH:48]1[C:45]2=[N:46][CH:47]=[C:42]([C:9]3[CH:10]=[C:11]4[C:20]5([CH2:24][O:23][C:22]([NH2:25])=[N:21]5)[C:17]5([CH2:18][CH2:19]5)[CH2:16][O:15][C:12]4=[CH:13][CH:14]=3)[CH:43]=[C:44]2[CH:50]=[CH:49]1. Reactant: CC1(C)C(C)(C)OB([C:9]2[CH:10]=[C:11]3[C:20]4([CH2:24][O:23][C:22]([N:25](C(OC(C)(C)C)=O)C(OC(C)(C)C)=O)=[N:21]4)[C:17]4([CH2:19][CH2:18]4)[CH2:16][O:15][C:12]3=[CH:13][CH:14]=2)O1.Br[C:42]1[CH:43]=[C:44]2[CH:50]=[CH:49][NH:48][C:45]2=[N:46][CH:47]=1.C([O-])([O-])=O.[Na+].[Na+]. (4) Reactant: [F:1][C:2]1[CH:7]=[CH:6][C:5]([N:8]2[C:16]3[C:11](=[CH:12][C:13]([C:17]#[C:18][CH2:19][CH2:20][CH2:21][OH:22])=[CH:14][CH:15]=3)[CH:10]=[CH:9]2)=[CH:4][CH:3]=1.[CH3:23][S:24](Cl)(=[O:26])=[O:25].C(N(CC)CC)C. Product: [F:1][C:2]1[CH:7]=[CH:6][C:5]([N:8]2[C:16]3[C:11](=[CH:12][C:13]([C:17]#[C:18][CH2:19][CH2:20][CH2:21][O:22][S:24]([CH3:23])(=[O:26])=[O:25])=[CH:14][CH:15]=3)[CH:10]=[CH:9]2)=[CH:4][CH:3]=1. The catalyst class is: 2. (5) Reactant: C1(C#C)C=CC=CC=1.Cl[CH2:10][CH2:11][CH2:12][C:13]#[C:14][C:15]1[CH:20]=[CH:19][CH:18]=[CH:17][CH:16]=1.[Li]CCCC.BrCCCCl.[I-:31].[Na+]. Product: [I:31][CH2:10][CH2:11][CH2:12][C:13]#[C:14][C:15]1[CH:20]=[CH:19][CH:18]=[CH:17][CH:16]=1. The catalyst class is: 1. (6) Reactant: [CH:1]([Si:4]([CH:7]([CH3:9])[CH3:8])([OH:6])[OH:5])([CH3:3])[CH3:2].[CH3:10][Si:11]([O:16][CH3:17])([O:14][CH3:15])OC. Product: [CH3:17][O:16][Si:11]([O:14][CH3:15])([CH3:10])[O:5][Si:4]([CH:7]([CH3:9])[CH3:8])([CH:1]([CH3:3])[CH3:2])[O:6][Si:11]([O:16][CH3:17])([O:14][CH3:15])[CH3:10]. The catalyst class is: 7. (7) Reactant: [Br:1][C:2]1[CH:8]=[CH:7][C:5]([NH2:6])=[CH:4][CH:3]=1.C([Li])CCC.Br[CH2:15][C:16]1[N:20]([C:21]2[CH:26]=[CH:25][CH:24]=[CH:23][C:22]=2[Cl:27])[N:19]=[C:18]([C:28]([F:31])([F:30])[F:29])[CH:17]=1.C(O)(=O)C. Product: [Br:1][C:2]1[CH:8]=[CH:7][C:5]([NH:6][CH2:15][C:16]2[N:20]([C:21]3[CH:26]=[CH:25][CH:24]=[CH:23][C:22]=3[Cl:27])[N:19]=[C:18]([C:28]([F:31])([F:29])[F:30])[CH:17]=2)=[CH:4][CH:3]=1. The catalyst class is: 323. (8) The catalyst class is: 772. Reactant: O.[NH2:2][C:3]1[N:8]=[C:7]([NH:9][C@@H:10]2[CH2:14][C@H:13]([CH2:15][OH:16])[CH:12]=[CH:11]2)[C:6]([N:17]=NC2C=CC(Cl)=CC=2)=[C:5]([Cl:26])[N:4]=1.[C:27](O)(=O)C.O. Product: [NH2:2][C:3]1[N:8]=[C:7]2[C:6]([N:17]=[CH:27][N:9]2[C@@H:10]2[CH2:14][C@H:13]([CH2:15][OH:16])[CH:12]=[CH:11]2)=[C:5]([Cl:26])[N:4]=1.